Dataset: Full USPTO retrosynthesis dataset with 1.9M reactions from patents (1976-2016). Task: Predict the reactants needed to synthesize the given product. (1) Given the product [F:10][C:11]1[CH:12]=[C:13]2[C:17](=[CH:18][CH:19]=1)[NH:16][CH:15]=[C:14]2[CH2:20][CH2:21][CH2:22][CH2:23][NH:24][CH:25]1[CH2:38][O:37][C:28]2=[C:29]3[C:34](=[CH:35][CH:36]=[C:27]2[CH2:26]1)[N:33]=[CH:32][CH:31]=[CH:30]3, predict the reactants needed to synthesize it. The reactants are: Cl.Cl.CCOCC.Cl.Cl.[F:10][C:11]1[CH:12]=[C:13]2[C:17](=[CH:18][CH:19]=1)[NH:16][CH:15]=[C:14]2[CH2:20][CH2:21][CH2:22][CH2:23][NH:24][CH:25]1[CH2:38][O:37][C:28]2=[C:29]3[C:34](=[CH:35][CH:36]=[C:27]2[CH2:26]1)[N:33]=[CH:32][CH:31]=[CH:30]3. (2) Given the product [CH3:17][O:16][C:14]1[N:5]=[C:6]2[C:11]([CH2:10][CH2:9][C:8](=[O:21])[NH:7]2)=[CH:12][CH:13]=1, predict the reactants needed to synthesize it. The reactants are: CC(C)(C)C([NH:5][C:6]1[C:11]([CH2:12][CH2:13][C:14]([O:16][CH2:17]CCC)=O)=[CH:10][CH:9]=[C:8]([O:21]C)[N:7]=1)=O.Cl.C(=O)([O-])[O-].[K+].[K+]. (3) Given the product [CH3:1][O:2][C:3]1[CH:4]=[C:5]([C:13]2[CH:22]=[C:21]3[C:16]([CH:17]=[CH:18][CH:19]=[N:20]3)=[C:15]([NH:31][CH2:32][C@H:33]3[CH2:37][NH:36][C:35](=[O:38])[CH2:34]3)[N:14]=2)[CH:6]=[C:7]([O:11][CH3:12])[C:8]=1[O:9][CH3:10], predict the reactants needed to synthesize it. The reactants are: [CH3:1][O:2][C:3]1[CH:4]=[C:5]([C:13]2[CH:22]=[C:21]3[C:16]([CH:17]=[CH:18][CH:19]=[N:20]3)=[C:15](OS(C(F)(F)F)(=O)=O)[N:14]=2)[CH:6]=[C:7]([O:11][CH3:12])[C:8]=1[O:9][CH3:10].[NH2:31][CH2:32][C@H:33]1[CH2:37][NH:36][C:35](=[O:38])[CH2:34]1.C(N(C(C)C)CC)(C)C. (4) The reactants are: [Cl:1][C:2]1[CH:3]=[CH:4][C:5]2[N:11]3[C:12]([CH2:15][C:16]([F:19])([F:18])[F:17])=[N:13][N:14]=[C:10]3[C@@H:9]([CH2:20][C:21]3[S:22][C:23]([CH2:26][CH2:27][C:28]([O:30]C)=[O:29])=[CH:24][N:25]=3)[S:8][C@H:7]([C:32]3[CH:37]=[CH:36][CH:35]=[C:34]([O:38][CH3:39])[C:33]=3[O:40][CH3:41])[C:6]=2[CH:42]=1.Cl.C(Cl)(Cl)Cl. Given the product [Cl:1][C:2]1[CH:3]=[CH:4][C:5]2[N:11]3[C:12]([CH2:15][C:16]([F:17])([F:18])[F:19])=[N:13][N:14]=[C:10]3[C@@H:9]([CH2:20][C:21]3[S:22][C:23]([CH2:26][CH2:27][C:28]([OH:30])=[O:29])=[CH:24][N:25]=3)[S:8][C@H:7]([C:32]3[CH:37]=[CH:36][CH:35]=[C:34]([O:38][CH3:39])[C:33]=3[O:40][CH3:41])[C:6]=2[CH:42]=1, predict the reactants needed to synthesize it. (5) Given the product [Cl:23][C:5]1[C:6]([NH:8][C:9]2[CH:14]=[CH:13][C:12]([N:15]3[CH2:20][CH2:19][O:18][CH2:17][CH2:16]3)=[CH:11][C:10]=2[O:21][CH3:22])=[N:7][C:2]([NH:24][C:25]2[C:44]([O:45][CH3:46])=[CH:43][C:28]3[CH2:29][CH2:30][N:31]([CH2:34][C:35]([N:37]4[CH2:42][CH2:41][O:40][CH2:39][CH2:38]4)=[O:36])[CH2:32][CH2:33][C:27]=3[CH:26]=2)=[N:3][CH:4]=1, predict the reactants needed to synthesize it. The reactants are: Cl[C:2]1[N:7]=[C:6]([NH:8][C:9]2[CH:14]=[CH:13][C:12]([N:15]3[CH2:20][CH2:19][O:18][CH2:17][CH2:16]3)=[CH:11][C:10]=2[O:21][CH3:22])[C:5]([Cl:23])=[CH:4][N:3]=1.[NH2:24][C:25]1[C:44]([O:45][CH3:46])=[CH:43][C:28]2[CH2:29][CH2:30][N:31]([CH2:34][C:35]([N:37]3[CH2:42][CH2:41][O:40][CH2:39][CH2:38]3)=[O:36])[CH2:32][CH2:33][C:27]=2[CH:26]=1. (6) Given the product [Br:11][C:7]1[C:5]([NH2:6])=[CH:4][C:3]([O:9][CH3:10])=[C:2]([F:1])[CH:8]=1, predict the reactants needed to synthesize it. The reactants are: [F:1][C:2]1[CH:8]=[CH:7][C:5]([NH2:6])=[CH:4][C:3]=1[O:9][CH3:10].[Br:11]N1C(=O)CCC1=O. (7) Given the product [NH2:13][C@@H:14]([CH2:18][CH2:19][CH3:20])[C@H:15]([OH:17])[C:4]([NH:24][CH2:23][C:22]([F:26])([F:25])[F:21])=[O:5], predict the reactants needed to synthesize it. The reactants are: N[C@@H](CC)[C@H](O)[C:4](NC1CC1)=[O:5].[NH2:13][C@@H:14]([CH2:18][CH2:19][CH3:20])[C:15]([OH:17])=O.[F:21][C:22]([F:26])([F:25])[CH2:23][NH2:24]. (8) Given the product [C:28]12([CH2:38][NH:39][C:17]([C@@H:13]3[CH2:14][CH2:15][CH2:16][N:11]([C:6]4[CH:7]=[CH:8][CH:9]=[C:10]5[C:5]=4[C:4](=[O:20])[N:3]([CH2:21][C:22]4[CH:27]=[CH:26][N:25]=[CH:24][CH:23]=4)[C:2]5=[O:1])[CH2:12]3)=[O:18])[CH2:35][CH:34]3[CH2:33][CH:32]([CH2:31][CH:30]([CH2:36]3)[CH2:29]1)[CH2:37]2, predict the reactants needed to synthesize it. The reactants are: [O:1]=[C:2]1[C:10]2[C:5](=[C:6]([N:11]3[CH2:16][CH2:15][CH2:14][C@@H:13]([C:17](O)=[O:18])[CH2:12]3)[CH:7]=[CH:8][CH:9]=2)[C:4](=[O:20])[N:3]1[CH2:21][C:22]1[CH:27]=[CH:26][N:25]=[CH:24][CH:23]=1.[C:28]12([CH2:38][NH2:39])[CH2:37][CH:32]3[CH2:33][CH:34]([CH2:36][CH:30]([CH2:31]3)[CH2:29]1)[CH2:35]2.F[P-](F)(F)(F)(F)F.N1(O[P+](N(C)C)(N(C)C)N(C)C)C2C=CC=CC=2N=N1. (9) Given the product [Cl:1][C:2]1[CH:10]=[CH:9][CH:8]=[C:7]2[C:3]=1[C:4]([C:11]([NH:13][CH2:14][CH:15]1[CH2:20][CH2:19][C:18]([F:21])([F:22])[CH2:17][CH2:16]1)=[O:12])=[CH:5][N:6]2[CH2:24][C:25]([F:28])([F:27])[F:26], predict the reactants needed to synthesize it. The reactants are: [Cl:1][C:2]1[CH:10]=[CH:9][CH:8]=[C:7]2[C:3]=1[C:4]([C:11]([NH:13][CH2:14][CH:15]1[CH2:20][CH2:19][C:18]([F:22])([F:21])[CH2:17][CH2:16]1)=[O:12])=[CH:5][NH:6]2.Br[CH2:24][C:25]([F:28])([F:27])[F:26].C([O-])([O-])=O.[Cs+].[Cs+]. (10) Given the product [CH:36]1([C:39]2[C:40]([O:49][CH2:50][CH:51]3[CH2:52][CH2:53][N:54]([S:57]([C:60]4[CH:61]=[C:62]([F:68])[C:63]([F:67])=[C:64]([F:66])[CH:65]=4)(=[O:58])=[O:59])[CH2:55][CH2:56]3)=[CH:41][C:42]([F:48])=[C:43]([CH:47]=2)[C:44]([NH:80][S:77]([CH:74]2[CH2:76][CH2:75]2)(=[O:79])=[O:78])=[O:46])[CH2:38][CH2:37]1, predict the reactants needed to synthesize it. The reactants are: ClC1C(F)=C(C=C(C(F)(F)F)C=1)CN1CCC(COC2C(C3CC3)=CC(C(O)=O)=C(F)C=2)(F)CC1.[CH:36]1([C:39]2[C:40]([O:49][CH2:50][CH:51]3[CH2:56][CH2:55][N:54]([S:57]([C:60]4[CH:65]=[C:64]([F:66])[C:63]([F:67])=[C:62]([F:68])[CH:61]=4)(=[O:59])=[O:58])[CH2:53][CH2:52]3)=[CH:41][C:42]([F:48])=[C:43]([CH:47]=2)[C:44]([OH:46])=O)[CH2:38][CH2:37]1.CS(N)(=O)=O.[CH:74]1([S:77]([NH2:80])(=[O:79])=[O:78])[CH2:76][CH2:75]1.